Task: Regression. Given a peptide amino acid sequence and an MHC pseudo amino acid sequence, predict their binding affinity value. This is MHC class I binding data.. Dataset: Peptide-MHC class I binding affinity with 185,985 pairs from IEDB/IMGT (1) The peptide sequence is INPNMSCDD. The MHC is H-2-Kb with pseudo-sequence H-2-Kb. The binding affinity (normalized) is 0.0387. (2) The peptide sequence is YNETWYSADL. The MHC is Mamu-B8301 with pseudo-sequence Mamu-B8301. The binding affinity (normalized) is 0.255.